Dataset: Forward reaction prediction with 1.9M reactions from USPTO patents (1976-2016). Task: Predict the product of the given reaction. (1) Given the reactants [C:1]([C:4]1[CH:9]=[CH:8][C:7]([S:10]([NH:13][C:14]([CH3:19])([CH3:18])[C:15]([OH:17])=O)(=[O:12])=[O:11])=[CH:6][CH:5]=1)(=[O:3])[CH3:2].[OH:20][C:21]12[CH2:30][CH:25]3[CH2:26][CH:27]([CH2:29][CH:23]([CH:24]3[NH2:31])[CH2:22]1)[CH2:28]2.F[P-](F)(F)(F)(F)F.N1(O[P+](N(C)C)(N(C)C)N(C)C)C2C=CC=CC=2N=N1.CCN(C(C)C)C(C)C, predict the reaction product. The product is: [C:1]([C:4]1[CH:5]=[CH:6][C:7]([S:10]([NH:13][C:14]([CH3:19])([CH3:18])[C:15]([NH:31][CH:24]2[CH:23]3[CH2:29][CH:27]4[CH2:28][C:21]([OH:20])([CH2:30][CH:25]2[CH2:26]4)[CH2:22]3)=[O:17])(=[O:11])=[O:12])=[CH:8][CH:9]=1)(=[O:3])[CH3:2]. (2) Given the reactants [C:1]1([CH3:28])[CH:6]=[CH:5][C:4]([NH:7][C:8]2[CH:16]=[C:15]([C:17]([OH:19])=O)[C:14]([NH:20][C:21]3[CH:26]=[CH:25][C:24]([CH3:27])=[CH:23][CH:22]=3)=[CH:13][C:9]=2[C:10](O)=[O:11])=[CH:3][CH:2]=1.C1(C)C=CC(S(O)(=O)=O)=CC=1.C(O)CO, predict the reaction product. The product is: [CH3:27][C:24]1[CH:23]=[CH:22][C:21]2[NH:20][C:14]3[C:15]([C:17](=[O:19])[C:26]=2[CH:25]=1)=[CH:16][C:8]1[NH:7][C:4]2[CH:3]=[CH:2][C:1]([CH3:28])=[CH:6][C:5]=2[C:10](=[O:11])[C:9]=1[CH:13]=3. (3) Given the reactants [Br:1][C:2]1[CH:7]=[CH:6][CH:5]=[CH:4][C:3]=1I.[CH3:9][C:10]1[CH:15]=[C:14]([CH3:16])[CH:13]=[CH:12][C:11]=1[SH:17].C([N:25]1[CH2:30][CH2:29][NH:28][CH2:27][CH2:26]1)(OC(C)(C)C)=O, predict the reaction product. The product is: [BrH:1].[CH3:9][C:10]1[CH:15]=[C:14]([CH3:16])[CH:13]=[CH:12][C:11]=1[S:17][C:2]1[CH:7]=[CH:6][CH:5]=[CH:4][C:3]=1[N:25]1[CH2:30][CH2:29][NH:28][CH2:27][CH2:26]1. (4) Given the reactants Cl[C:2]1[N:10]=[C:9]2[C:5]([N:6]=[CH:7][N:8]2[CH3:11])=[C:4]([NH:12][C:13]2[CH:18]=[CH:17][C:16]([C:19]([F:22])([F:21])[F:20])=[CH:15][CH:14]=2)[N:3]=1.O.[NH2:24][NH2:25], predict the reaction product. The product is: [NH:24]([C:2]1[N:10]=[C:9]2[C:5]([N:6]=[CH:7][N:8]2[CH3:11])=[C:4]([NH:12][C:13]2[CH:18]=[CH:17][C:16]([C:19]([F:22])([F:21])[F:20])=[CH:15][CH:14]=2)[N:3]=1)[NH2:25]. (5) Given the reactants C([O:5][C:6]([CH:8]1[CH:14]([NH:15][C:16]([N:18]([CH2:26][C:27]2[CH:32]=[CH:31][CH:30]=[CH:29][CH:28]=2)[CH2:19][C:20]2[CH:25]=[CH:24][CH:23]=[CH:22][CH:21]=2)=[O:17])[CH2:13][CH:12]=[CH:11][CH2:10][N:9]1[S:33]([C:36]1[CH:41]=[CH:40][C:39]([O:42][CH3:43])=[CH:38][CH:37]=1)(=[O:35])=[O:34])=[O:7])(C)(C)C.C(OC(C1C(NC(OCC2C=CC=CC=2)=O)CC=CCN1S(C1C=CC(OC)=CC=1)(=O)=O)=O)(C)(C)C, predict the reaction product. The product is: [CH2:26]([N:18]([CH2:19][C:20]1[CH:25]=[CH:24][CH:23]=[CH:22][CH:21]=1)[C:16](=[O:17])[NH:15][CH:14]1[CH2:13][CH:12]=[CH:11][CH2:10][N:9]([S:33]([C:36]2[CH:37]=[CH:38][C:39]([O:42][CH3:43])=[CH:40][CH:41]=2)(=[O:34])=[O:35])[CH:8]1[C:6]([OH:7])=[O:5])[C:27]1[CH:32]=[CH:31][CH:30]=[CH:29][CH:28]=1. (6) Given the reactants [F:1][C:2]1[CH:7]=[CH:6][CH:5]=[CH:4][C:3]=1/[CH:8]=[CH:9]/[CH:10]1[CH2:15][CH2:14][NH:13][CH2:12][CH2:11]1.[O:16]=[C:17]1[NH:22][C:21](=[O:23])[C:20]([CH:24]=O)=[CH:19][NH:18]1.C(O[BH-](OC(=O)C)OC(=O)C)(=O)C.[Na+].C(=O)([O-])[O-].[Na+].[Na+], predict the reaction product. The product is: [F:1][C:2]1[CH:7]=[CH:6][CH:5]=[CH:4][C:3]=1/[CH:8]=[CH:9]/[CH:10]1[CH2:11][CH2:12][N:13]([CH2:24][C:20]2[C:21](=[O:23])[NH:22][C:17](=[O:16])[NH:18][CH:19]=2)[CH2:14][CH2:15]1. (7) Given the reactants [CH2:1]([O:8][C@H:9]1[C@H:14]([O:15][CH2:16][C:17]2[CH:22]=[CH:21][CH:20]=[CH:19][CH:18]=2)[C@H:13]([O:23][CH2:24][C:25]2[CH:30]=[CH:29][CH:28]=[CH:27][CH:26]=2)[C@@H:12]([CH2:31]I)[O:11][C@@H:10]1[CH2:33][O:34][CH2:35][C:36]1[CH:41]=[CH:40][CH:39]=[CH:38][CH:37]=1)[C:2]1[CH:7]=[CH:6][CH:5]=[CH:4][CH:3]=1.[P:42]([O:49]CC)([O:46][CH2:47][CH3:48])[O:43][CH2:44][CH3:45], predict the reaction product. The product is: [CH2:24]([O:23][C@H:13]1[C@@H:14]([O:15][CH2:16][C:17]2[CH:22]=[CH:21][CH:20]=[CH:19][CH:18]=2)[C@H:9]([O:8][CH2:1][C:2]2[CH:7]=[CH:6][CH:5]=[CH:4][CH:3]=2)[C@@H:10]([CH2:33][O:34][CH2:35][C:36]2[CH:41]=[CH:40][CH:39]=[CH:38][CH:37]=2)[O:11][C@@H:12]1[CH2:31][P:42](=[O:49])([O:46][CH2:47][CH3:48])[O:43][CH2:44][CH3:45])[C:25]1[CH:30]=[CH:29][CH:28]=[CH:27][CH:26]=1.